This data is from Full USPTO retrosynthesis dataset with 1.9M reactions from patents (1976-2016). The task is: Predict the reactants needed to synthesize the given product. (1) Given the product [Cl:1][C:2]1[C:11]2[O:10][CH2:9][CH:8]([N:12]([CH:29]3[CH2:32][CH2:31][CH2:30]3)[CH2:13][CH2:14][CH2:15][C:16]3[C:24]4[C:19](=[CH:20][CH:21]=[C:22]([F:25])[CH:23]=4)[NH:18][CH:17]=3)[CH2:7][C:6]=2[C:5]([C:26]([NH2:28])=[O:27])=[CH:4][CH:3]=1, predict the reactants needed to synthesize it. The reactants are: [Cl:1][C:2]1[C:11]2[O:10][CH2:9][CH:8]([NH:12][CH2:13][CH2:14][CH2:15][C:16]3[C:24]4[C:19](=[CH:20][CH:21]=[C:22]([F:25])[CH:23]=4)[NH:18][CH:17]=3)[CH2:7][C:6]=2[C:5]([C:26]([NH2:28])=[O:27])=[CH:4][CH:3]=1.[C:29]1(=O)[CH2:32][CH2:31][CH2:30]1.C(O)(=O)C.C([BH3-])#N.[Na+]. (2) Given the product [CH3:1][O:29][C:28]([C:18]1[CH:19]=[C:20]([C:21]2[CH:26]=[N:25][C:24]([CH3:27])=[CH:23][N:22]=2)[N:16]([C:13]2[N:14]=[N:15][C:10]([O:9][CH3:8])=[CH:11][CH:12]=2)[N:17]=1)=[O:30], predict the reactants needed to synthesize it. The reactants are: [CH3:1][Si](C=[N+]=[N-])(C)C.[CH3:8][O:9][C:10]1[N:15]=[N:14][C:13]([N:16]2[C:20]([C:21]3[CH:26]=[N:25][C:24]([CH3:27])=[CH:23][N:22]=3)=[CH:19][C:18]([C:28]([OH:30])=[O:29])=[N:17]2)=[CH:12][CH:11]=1. (3) Given the product [Cl:1][C:2]1[CH:7]=[CH:6][CH:5]=[C:4]([Cl:8])[C:3]=1[S:9][CH2:11][C:12]1[C:16]([C:17]([O:19][CH3:20])=[O:18])=[C:15]([CH:21]([CH3:23])[CH3:22])[O:14][N:13]=1, predict the reactants needed to synthesize it. The reactants are: [Cl:1][C:2]1[CH:7]=[CH:6][CH:5]=[C:4]([Cl:8])[C:3]=1[SH:9].O[CH2:11][C:12]1[C:16]([C:17]([O:19][CH3:20])=[O:18])=[C:15]([CH:21]([CH3:23])[CH3:22])[O:14][N:13]=1.C1(P(C2C=CC=CC=2)C2C=CC=CC=2)C=CC=CC=1.N(C(OC(C)(C)C)=O)=NC(OC(C)(C)C)=O.